Dataset: Peptide-MHC class I binding affinity with 185,985 pairs from IEDB/IMGT. Task: Regression. Given a peptide amino acid sequence and an MHC pseudo amino acid sequence, predict their binding affinity value. This is MHC class I binding data. (1) The MHC is HLA-A02:02 with pseudo-sequence HLA-A02:02. The peptide sequence is ILATLNTLI. The binding affinity (normalized) is 1.00. (2) The peptide sequence is MEFWLVAAL. The MHC is HLA-A26:03 with pseudo-sequence HLA-A26:03. The binding affinity (normalized) is 0.0847. (3) The peptide sequence is MRMAWGGSYI. The MHC is H-2-Kb with pseudo-sequence H-2-Kb. The binding affinity (normalized) is 0.283. (4) The peptide sequence is RRPGNKTVL. The MHC is Mamu-B08 with pseudo-sequence Mamu-B08. The binding affinity (normalized) is 0.591. (5) The peptide sequence is YLYPWSLGL. The MHC is HLA-A02:11 with pseudo-sequence HLA-A02:11. The binding affinity (normalized) is 1.00. (6) The peptide sequence is ASEELMDKY. The MHC is HLA-B40:01 with pseudo-sequence HLA-B40:01. The binding affinity (normalized) is 0.0847.